This data is from Full USPTO retrosynthesis dataset with 1.9M reactions from patents (1976-2016). The task is: Predict the reactants needed to synthesize the given product. (1) Given the product [F:32][C:26]1[CH:27]=[CH:28][CH:29]=[C:30]([F:31])[C:25]=1[NH:24][C:22](=[O:23])[C:21]1[CH:33]=[C:17]([C:9]2[N:10]=[C:11]3[CH:16]=[CH:15][CH:14]=[CH:13][N:12]3[C:8]=2[C:6]2[CH:5]=[CH:4][N:3]=[C:2]([NH:40][C:39]3[CH:41]=[CH:42][C:43]([CH2:45][CH2:46][CH2:47][N:48]4[CH2:49][CH2:50][CH2:51][CH2:52][CH2:53]4)=[CH:44][C:38]=3[O:37][CH3:36])[N:7]=2)[CH:18]=[CH:19][C:20]=1[O:34][CH3:35], predict the reactants needed to synthesize it. The reactants are: Cl[C:2]1[N:7]=[C:6]([C:8]2[N:12]3[CH:13]=[CH:14][CH:15]=[CH:16][C:11]3=[N:10][C:9]=2[C:17]2[CH:18]=[CH:19][C:20]([O:34][CH3:35])=[C:21]([CH:33]=2)[C:22]([NH:24][C:25]2[C:30]([F:31])=[CH:29][CH:28]=[CH:27][C:26]=2[F:32])=[O:23])[CH:5]=[CH:4][N:3]=1.[CH3:36][O:37][C:38]1[CH:44]=[C:43]([CH2:45][CH2:46][CH2:47][N:48]2[CH2:53][CH2:52][CH2:51][CH2:50][CH2:49]2)[CH:42]=[CH:41][C:39]=1[NH2:40].C1(C)C=CC(S(O)(=O)=O)=CC=1.C[O-].[Na+]. (2) Given the product [ClH:39].[F:1][C:2]1[CH:7]=[CH:6][C:5]([F:8])=[CH:4][C:3]=1[C@H:9]1[CH2:13][CH2:12][CH2:11][N:10]1[C:14]1[CH:15]=[CH:16][C:17]2[N:18]([C:20]([NH:23][C:24]([N:26]3[CH2:27][CH2:28][NH:29][CH2:30][CH2:31]3)=[O:25])=[CH:21][N:22]=2)[N:19]=1, predict the reactants needed to synthesize it. The reactants are: [F:1][C:2]1[CH:7]=[CH:6][C:5]([F:8])=[CH:4][C:3]=1[C@H:9]1[CH2:13][CH2:12][CH2:11][N:10]1[C:14]1[CH:15]=[CH:16][C:17]2[N:18]([C:20]([NH:23][C:24]([N:26]3[CH2:31][CH2:30][N:29](C(OC(C)(C)C)=O)[CH2:28][CH2:27]3)=[O:25])=[CH:21][N:22]=2)[N:19]=1.[ClH:39].